From a dataset of Reaction yield outcomes from USPTO patents with 853,638 reactions. Predict the reaction yield, written as a fraction of the theoretical maximum amount of product (1.0 means a 100% yield; for example, 0.34 means a 34% yield). The reactants are C(O[CH:4]([NH:9][C:10]1[CH:44]=[CH:43][C:13]([O:14][C:15]2[CH:20]=[CH:19][N:18]=[C:17]3[CH:21]=[C:22]([C:24]4[N:29]=[CH:28][C:27]([CH2:30][N:31]([CH2:39][CH2:40][O:41][CH3:42])[C:32](=[O:38])[O:33][C:34]([CH3:37])([CH3:36])[CH3:35])=[CH:26][CH:25]=4)[S:23][C:16]=23)=[C:12]([F:45])[CH:11]=1)[C:5]([F:8])([F:7])[F:6])C.[C:46]([O:54][CH2:55][CH3:56])(=[O:53])[CH2:47][C:48]([O:50][CH2:51][CH3:52])=[O:49].[H-].[Na+]. The catalyst is C1COCC1. The product is [C:34]([O:33][C:32]([N:31]([CH2:30][C:27]1[CH:26]=[CH:25][C:24]([C:22]2[S:23][C:16]3[C:17](=[N:18][CH:19]=[CH:20][C:15]=3[O:14][C:13]3[CH:43]=[CH:44][C:10]([NH:9][CH:4]([CH:47]([C:48]([O:50][CH2:51][CH3:52])=[O:49])[C:46]([O:54][CH2:55][CH3:56])=[O:53])[C:5]([F:7])([F:6])[F:8])=[CH:11][C:12]=3[F:45])[CH:21]=2)=[N:29][CH:28]=1)[CH2:39][CH2:40][O:41][CH3:42])=[O:38])([CH3:36])([CH3:37])[CH3:35]. The yield is 1.03.